Predict the reaction yield, written as a fraction of the theoretical maximum amount of product (1.0 means a 100% yield; for example, 0.34 means a 34% yield). From a dataset of Reaction yield outcomes from USPTO patents with 853,638 reactions. (1) The reactants are [NH:1]1[CH2:9][CH2:8][CH:4]([C:5]([OH:7])=[O:6])[CH2:3][CH2:2]1.C(=O)([O-])[O-].[Na+].[Na+].[C:16]([O:20][C:21](O[C:21]([O:20][C:16]([CH3:19])([CH3:18])[CH3:17])=[O:22])=[O:22])([CH3:19])([CH3:18])[CH3:17]. The catalyst is O.O1CCOCC1. The product is [C:21]([N:1]1[CH2:9][CH2:8][CH:4]([C:5]([OH:7])=[O:6])[CH2:3][CH2:2]1)([O:20][C:16]([CH3:19])([CH3:18])[CH3:17])=[O:22]. The yield is 0.900. (2) The reactants are [CH2:1]([O:8][C:9]([NH:11][C:12]([CH3:35])([CH3:34])[C:13]([N:15]1[CH2:24][C:23]2[NH:22][C:21]3[CH:25]=[CH:26][CH:27]=[C:28]([C:29]([O:31]C)=O)[C:20]=3[C:19](=O)[C:18]=2[CH2:17][CH2:16]1)=[O:14])=[O:10])[C:2]1[CH:7]=[CH:6][CH:5]=[CH:4][CH:3]=1.O.[NH2:37][NH2:38].C(O)(=O)C.O. The catalyst is CC(N(C)C)=O.CCOC(C)=O. The product is [CH3:34][C:12]([NH:11][C:9](=[O:10])[O:8][CH2:1][C:2]1[CH:3]=[CH:4][CH:5]=[CH:6][CH:7]=1)([CH3:35])[C:13](=[O:14])[N:15]1[CH2:24][C:23]2[NH:22][C:21]3[CH:25]=[CH:26][CH:27]=[C:28]4[C:29](=[O:31])[NH:37][N:38]=[C:19]([C:20]=34)[C:18]=2[CH2:17][CH2:16]1. The yield is 0.420. (3) The reactants are [F:1][C:2]([F:18])([F:17])[O:3][C:4]1[CH:16]=[CH:15][C:7]([C:8]([NH:10][CH2:11][C:12]([OH:14])=[O:13])=O)=[CH:6][CH:5]=1.[F:19][C:20]([F:31])([F:30])[O:21][C:22]1[CH:29]=[CH:28][C:25]([CH:26]=O)=[CH:24][CH:23]=1.C([O-])(=O)C.[Na+].C(OC(=O)C)(=O)C. The catalyst is O. The product is [F:19][C:20]([F:30])([F:31])[O:21][C:22]1[CH:29]=[CH:28][C:25]([CH:26]=[C:11]2[C:12](=[O:13])[O:14][C:8]([C:7]3[CH:6]=[CH:5][C:4]([O:3][C:2]([F:1])([F:17])[F:18])=[CH:16][CH:15]=3)=[N:10]2)=[CH:24][CH:23]=1. The yield is 0.380. (4) The reactants are [CH2:1]([N:3]([CH2:11][C:12]([N:14]1[CH2:19][CH2:18][S:17][C:16]2[CH:20]=[CH:21][C:22]([N+:24]([O-:26])=[O:25])=[CH:23][C:15]1=2)=O)[C:4](=[O:10])[O:5][C:6]([CH3:9])([CH3:8])[CH3:7])[CH3:2].B.O1CCCC1. The catalyst is O1CCCC1.C(OCC)(=O)C. The product is [CH2:1]([N:3]([CH2:11][CH2:12][N:14]1[CH2:19][CH2:18][S:17][C:16]2[CH:20]=[CH:21][C:22]([N+:24]([O-:26])=[O:25])=[CH:23][C:15]1=2)[C:4](=[O:10])[O:5][C:6]([CH3:9])([CH3:7])[CH3:8])[CH3:2]. The yield is 0.950. (5) The reactants are [C:1]1([S:7]([C:10]2[CH:11]=[C:12]3[C:17](=[CH:18][CH:19]=2)[CH:16]([CH2:20][CH2:21]OS(C)(=O)=O)[CH2:15][CH2:14][CH2:13]3)(=[O:9])=[O:8])[CH:6]=[CH:5][CH:4]=[CH:3][CH:2]=1.[C-:27]#[N:28].[K+].[I-].[K+].O. The catalyst is CN(C=O)C. The product is [C:1]1([S:7]([C:10]2[CH:11]=[C:12]3[C:17](=[CH:18][CH:19]=2)[CH:16]([CH2:20][CH2:21][C:27]#[N:28])[CH2:15][CH2:14][CH2:13]3)(=[O:9])=[O:8])[CH:6]=[CH:5][CH:4]=[CH:3][CH:2]=1. The yield is 0.951.